This data is from Forward reaction prediction with 1.9M reactions from USPTO patents (1976-2016). The task is: Predict the product of the given reaction. (1) Given the reactants [C:1]([Si:3]([CH3:6])([CH3:5])[CH3:4])#[CH:2].[Li]CCCC.[O:12]1[CH2:16][CH2:15][O:14][CH:13]1[CH:17]1[CH2:22][CH2:21][C:20](=[O:23])[CH2:19][CH2:18]1, predict the reaction product. The product is: [O:12]1[CH2:16][CH2:15][O:14][CH:13]1[CH:17]1[CH2:22][CH2:21][C:20]([C:2]#[C:1][Si:3]([CH3:6])([CH3:5])[CH3:4])([OH:23])[CH2:19][CH2:18]1. (2) Given the reactants O[CH:2]1[CH2:7][N:6]([C:8]([O:10][CH2:11][CH:12]2[C:24]3[CH:23]=[CH:22][CH:21]=[CH:20][C:19]=3[C:18]3[C:13]2=[CH:14][CH:15]=[CH:16][CH:17]=3)=[O:9])[CH2:5][CH2:4][N:3]1[C:25]([O:27][C:28]([CH3:31])([CH3:30])[CH3:29])=[O:26].C(OC(C(F)(F)F)=O)(C(F)(F)F)=O.C(Cl)Cl.O, predict the reaction product. The product is: [N:3]1([C:25]([O:27][C:28]([CH3:31])([CH3:30])[CH3:29])=[O:26])[CH:2]=[CH:7][N:6]([C:8]([O:10][CH2:11][CH:12]2[C:13]3[CH:14]=[CH:15][CH:16]=[CH:17][C:18]=3[C:19]3[C:24]2=[CH:23][CH:22]=[CH:21][CH:20]=3)=[O:9])[CH2:5][CH2:4]1. (3) Given the reactants [C:1]1([C:7]2[C:8]([N:25]3[CH2:30][CH2:29][NH:28][CH2:27][CH2:26]3)=[C:9]3[C:15]([NH:16][C:17](=[O:24])[C:18]4[CH:23]=[CH:22][CH:21]=[N:20][CH:19]=4)=[CH:14][NH:13][C:10]3=[N:11][CH:12]=2)[CH:6]=[CH:5][CH:4]=[CH:3][CH:2]=1.[C:31]([O:35][C:36]([NH:38][CH2:39][CH2:40][C:41](O)=[O:42])=[O:37])([CH3:34])([CH3:33])[CH3:32].C1C=CC2N(O)N=NC=2C=1.O.CCN=C=NCCCN(C)C.CCN(C(C)C)C(C)C.C([O-])([O-])=O.[Na+].[Na+], predict the reaction product. The product is: [C:17]([NH:16][C:15]1[C:9]2[C:10](=[N:11][CH:12]=[C:7]([C:1]3[CH:6]=[CH:5][CH:4]=[CH:3][CH:2]=3)[C:8]=2[N:25]2[CH2:26][CH2:27][N:28]([C:41](=[O:42])[CH2:40][CH2:39][NH:38][C:36](=[O:37])[O:35][C:31]([CH3:32])([CH3:33])[CH3:34])[CH2:29][CH2:30]2)[NH:13][CH:14]=1)(=[O:24])[C:18]1[CH:23]=[CH:22][CH:21]=[N:20][CH:19]=1. (4) The product is: [CH3:1][O:2][C:3](=[O:17])[CH2:4][C:5]1[CH:6]=[C:7]([O:12][C:13]2[CH:20]=[CH:19][CH:16]=[CH:15][CH:14]=2)[CH:8]=[C:9]([O:11][CH2:33][CH2:34][CH2:35][CH3:36])[CH:10]=1. Given the reactants [CH3:1][O:2][C:3](=[O:17])[CH2:4][C:5]1[CH:10]=[C:9]([OH:11])[CH:8]=[C:7]([O:12][CH2:13][CH2:14][CH2:15][CH3:16])[CH:6]=1.O1CCO[CH2:20][CH2:19]1.C(=O)([O-])[O-].[Cs+].[Cs+].IC1[CH:36]=[CH:35][CH:34]=[CH:33]C=1.N1CCC[C@H]1C(O)=O.Cl, predict the reaction product. (5) The product is: [C:15]([C:14]1[C:13]([NH:17][NH:18][C:30](=[O:31])[CH2:29][CH:26]2[CH2:28][CH2:27]2)=[N:12][CH:11]=[CH:10][C:9]=1[O:8][CH2:1][C:2]1[CH:3]=[CH:4][CH:5]=[CH:6][CH:7]=1)#[N:16]. Given the reactants [CH2:1]([O:8][C:9]1[C:14]([C:15]#[N:16])=[C:13]([NH:17][NH2:18])[N:12]=[CH:11][CH:10]=1)[C:2]1[CH:7]=[CH:6][CH:5]=[CH:4][CH:3]=1.CCN(CC)CC.[CH:26]1([CH2:29][C:30](Cl)=[O:31])[CH2:28][CH2:27]1, predict the reaction product. (6) Given the reactants [N:1]1[CH:2]=[CH:3][C:4]2[C:9]=1[CH:8]=[CH:7][C:6](=O)[N:5]=2.P(Cl)(Cl)([Cl:13])=O, predict the reaction product. The product is: [Cl:13][C:6]1[N:5]=[C:4]2[CH:3]=[CH:2][NH:1][C:9]2=[CH:8][CH:7]=1.